From a dataset of Serine/threonine kinase 33 screen with 319,792 compounds. Binary Classification. Given a drug SMILES string, predict its activity (active/inactive) in a high-throughput screening assay against a specified biological target. (1) The compound is S(=O)(=O)(Nc1c(O)cccc1)c1c(OC)ccc(OC)c1. The result is 0 (inactive). (2) The molecule is O(C(=O)N1CCC(NC(=O)Cn2nc3c(CCCC3)c2)CC1)CC. The result is 0 (inactive). (3) The result is 0 (inactive). The drug is S=C(N1CCCN(CC1)c1nc2c(cc1C#N)c(cc(c2)C)C)NCCCN(C)C. (4) The compound is O(c1cc(c(cc1)C)C)c1ncnc(N)c1[N+]([O-])=O. The result is 0 (inactive). (5) The drug is o1c(CN2C(=O)/C(C(=O)NC2=O)=C\Nc2ccc(NC(=O)C)cc2)ccc1. The result is 0 (inactive).